Dataset: Catalyst prediction with 721,799 reactions and 888 catalyst types from USPTO. Task: Predict which catalyst facilitates the given reaction. (1) Reactant: [H-].[Na+].[O:3]1[CH2:7][CH2:6][CH2:5][CH2:4]1.[CH2:8](Br)[C:9]1[CH:14]=[CH:13][CH:12]=[CH:11][CH:10]=1. Product: [CH2:4]=[CH:5][CH2:6][CH:7]([O:3][CH2:8][C:9]1[CH:14]=[CH:13][CH:12]=[CH:11][CH:10]=1)[CH2:4][CH2:5][CH2:6][CH3:7]. The catalyst class is: 6. (2) Reactant: [CH2:1]([N:8]1[C:13](=[O:14])[C:12]([C:15]2[CH:20]=[CH:19][C:18]([F:21])=[CH:17][CH:16]=2)=[C:11]([O:22]C)[CH:10]=[N:9]1)[C:2]1[CH:7]=[CH:6][CH:5]=[CH:4][CH:3]=1.Br.N. Product: [CH2:1]([N:8]1[C:13](=[O:14])[C:12]([C:15]2[CH:20]=[CH:19][C:18]([F:21])=[CH:17][CH:16]=2)=[C:11]([OH:22])[CH:10]=[N:9]1)[C:2]1[CH:7]=[CH:6][CH:5]=[CH:4][CH:3]=1. The catalyst class is: 15. (3) Reactant: [F:1][C:2]1[CH:3]=[C:4]([CH:14]=[CH:15][CH:16]=1)[CH2:5][O:6][C:7]1[CH:12]=[CH:11][C:10]([NH2:13])=[CH:9][CH:8]=1.[CH3:17][O:18][C:19](=[O:25])[CH:20]([CH3:24])[C:21](O)=[O:22]. Product: [CH3:17][O:18][C:19](=[O:25])[CH:20]([CH3:24])[C:21]([NH:13][C:10]1[CH:11]=[CH:12][C:7]([O:6][CH2:5][C:4]2[CH:14]=[CH:15][CH:16]=[C:2]([F:1])[CH:3]=2)=[CH:8][CH:9]=1)=[O:22]. The catalyst class is: 98. (4) Reactant: [CH:1]1([OH:6])[CH2:5][CH2:4][CH2:3][CH2:2]1.[H-].[Na+].[CH3:9][C:10]1([CH3:29])[CH2:27][C:14]2=[C:15]([C:22]3[CH:26]=[CH:25][NH:24][N:23]=3)[S:16][C:17](S(C)(=O)=O)=[C:13]2[C:12](=[O:28])[CH2:11]1. Product: [CH:1]1([O:6][C:17]2[S:16][C:15]([C:22]3[CH:26]=[CH:25][NH:24][N:23]=3)=[C:14]3[CH2:27][C:10]([CH3:29])([CH3:9])[CH2:11][C:12](=[O:28])[C:13]=23)[CH2:5][CH2:4][CH2:3][CH2:2]1. The catalyst class is: 16. (5) Reactant: [Cl:1][C:2]1[N:7]=[C:6]([CH3:8])[CH:5]=[CH:4][N:3]=1.[Cl:9][C:10]1[S:14][C:13]([C:15](OCC)=[O:16])=[CH:12][CH:11]=1.C[Si]([N-][Si](C)(C)C)(C)C.[Li+].O. Product: [Cl:1][C:2]1[N:7]=[C:6]([CH2:8][C:15]([C:13]2[S:14][C:10]([Cl:9])=[CH:11][CH:12]=2)=[O:16])[CH:5]=[CH:4][N:3]=1. The catalyst class is: 266. (6) Reactant: N1C=NN=N1.[CH2:6]([O:8][C:9]1[CH:10]=[C:11]([C:15]2[CH:20]=[C:19]([C:21]([CH3:24])([CH3:23])[CH3:22])[C:18]([OH:25])=[CH:17][C:16]=2[NH:26][C:27]([C:29]2[C:38](=[O:39])[C:37]3[C:32](=[CH:33][CH:34]=[CH:35][CH:36]=3)[NH:31][CH:30]=2)=[O:28])[CH:12]=[CH:13][CH:14]=1)[CH3:7].C(N(C(C)C)[P:44]([O:53][CH2:54][C:55]1[CH:60]=[CH:59][CH:58]=[CH:57][CH:56]=1)[O:45][CH2:46][C:47]1[CH:52]=[CH:51][CH:50]=[CH:49][CH:48]=1)(C)C.C([O:68]O)(C)(C)C. Product: [C:21]([C:19]1[C:18]([O:25][P:44](=[O:68])([O:45][CH2:46][C:47]2[CH:48]=[CH:49][CH:50]=[CH:51][CH:52]=2)[O:53][CH2:54][C:55]2[CH:56]=[CH:57][CH:58]=[CH:59][CH:60]=2)=[CH:17][C:16]([NH:26][C:27]([C:29]2[C:38](=[O:39])[C:37]3[C:32](=[CH:33][CH:34]=[CH:35][CH:36]=3)[NH:31][CH:30]=2)=[O:28])=[C:15]([C:11]2[CH:12]=[CH:13][CH:14]=[C:9]([O:8][CH2:6][CH3:7])[CH:10]=2)[CH:20]=1)([CH3:24])([CH3:23])[CH3:22]. The catalyst class is: 4. (7) Reactant: OI(C1C=CC=CC=1)[O:3][S:4]([C:7]1[CH:13]=[CH:12][C:10]([CH3:11])=[CH:9][CH:8]=1)(=[O:6])=[O:5].[CH3:20][CH2:21][C:22](=[O:28])[CH2:23][C:24](=[O:27])[CH2:25][CH3:26]. Product: [O:27]=[C:24]([CH2:25][CH3:26])[CH:23]([O:3][S:4]([C:7]1[CH:8]=[CH:9][C:10]([CH3:11])=[CH:12][CH:13]=1)(=[O:5])=[O:6])[C:22](=[O:28])[CH2:21][CH3:20]. The catalyst class is: 10.